From a dataset of Forward reaction prediction with 1.9M reactions from USPTO patents (1976-2016). Predict the product of the given reaction. (1) Given the reactants [S:1]1[CH:5]=[CH:4][C:3]2[S:6][CH:7]=[CH:8][C:2]1=2.C([Li])CCC.[Cl:14]C(Cl)(Cl)C(Cl)(Cl)Cl.[Cl-].[NH4+], predict the reaction product. The product is: [Cl:14][C:5]1[S:1][C:2]2[CH:8]=[CH:7][S:6][C:3]=2[CH:4]=1. (2) Given the reactants C1(NC2C(N3CCNCC3)=NC3C(=CC=C(F)C=3)N=2)CC1.N1(C2C(NC3C=NC=CC=3)=NC3C(N=2)=CC=CC=3)CCNCC1.[CH:45]([NH:48][C:49]1[C:58]([N:59]2[CH2:64][CH2:63][NH:62][CH2:61][CH2:60]2)=[N:57][C:56]2[C:51](=[CH:52][CH:53]=[C:54]([C:65]#[N:66])[CH:55]=2)[N:50]=1)([CH3:47])[CH3:46].C1(NC2C(N3CCNCC3)=NC3C(=CC=C(C#N)C=3)N=2)CCC1.C1(NC2C(N3CCNCC3)=NC3C(=CC(F)=C(F)C=3)N=2)CC1, predict the reaction product. The product is: [CH:45]1([NH:48][C:49]2[C:58]([N:59]3[CH2:64][CH2:63][NH:62][CH2:61][CH2:60]3)=[N:57][C:56]3[C:51](=[CH:52][CH:53]=[C:54]([C:65]#[N:66])[CH:55]=3)[N:50]=2)[CH2:47][CH2:46]1.